Predict the reactants needed to synthesize the given product. From a dataset of Retrosynthesis with 50K atom-mapped reactions and 10 reaction types from USPTO. (1) Given the product CCCCCC(=O)C(=Cc1ccc([N+](=O)[O-])cc1)C(=O)OCCC#N, predict the reactants needed to synthesize it. The reactants are: CCCCCC(=O)CC(=O)OCCC#N.O=Cc1ccc([N+](=O)[O-])cc1. (2) Given the product CCOP(=O)(Cc1ccc2c(Br)c(I)ccc2c1)OCC, predict the reactants needed to synthesize it. The reactants are: BrCc1ccc2c(Br)c(I)ccc2c1.CCOP(OCC)OCC. (3) The reactants are: COC(=O)[C@@H]1C[C@H](n2cc(C#Cc3cc(OC)cc(OC)c3)c3c(N)ncnc32)CN1C(=O)OC(C)(C)C. Given the product COc1cc(C#Cc2cn([C@H]3C[C@@H](C(=O)O)N(C(=O)OC(C)(C)C)C3)c3ncnc(N)c23)cc(OC)c1, predict the reactants needed to synthesize it. (4) Given the product CC1(C)CC=C(C#Cc2ccccc2)c2ccc(C#Cc3ccc(C(=O)O)cc3)cc21, predict the reactants needed to synthesize it. The reactants are: CCOC(=O)c1ccc(C#Cc2ccc3c(c2)C(C)(C)CC=C3C#Cc2ccccc2)cc1. (5) Given the product Clc1ccc2c(c1)N(c1ncnc(Cl)n1)CCC2, predict the reactants needed to synthesize it. The reactants are: Clc1ccc2c(c1)NCCC2.Clc1ncnc(Cl)n1. (6) Given the product O=c1[nH]c2nccc(Nc3cccc(OCc4ccccc4)c3)c2c2ccccc12, predict the reactants needed to synthesize it. The reactants are: Nc1cccc(OCc2ccccc2)c1.O=c1[nH]c2nccc(Cl)c2c2ccccc12.